From a dataset of Full USPTO retrosynthesis dataset with 1.9M reactions from patents (1976-2016). Predict the reactants needed to synthesize the given product. (1) The reactants are: [CH2:1]([O:8][C@@H:9]([C@@H:14]([C@@H:23]([CH2:25][O:26][C:27](=[O:33])[CH2:28][CH2:29][C:30]([CH3:32])=[O:31])[OH:24])[O:15][CH2:16][C:17]1[CH:22]=[CH:21][CH:20]=[CH:19][CH:18]=1)[C:10]([OH:13])=[CH:11][OH:12])[C:2]1[CH:7]=[CH:6][CH:5]=[CH:4][CH:3]=1.CC1(C)OO1.CC(C)=O.[CH2:43]([O:47][P:48]([O-:55])([O:50][CH2:51][CH2:52][CH2:53][CH3:54])=O)[CH2:44][CH2:45][CH3:46].[C:56](Cl)(=[O:61])[C:57]([CH3:60])([CH3:59])[CH3:58]. Given the product [P:48]([O:12][CH:11]1[O:24][C@H:23]([CH2:25][O:26][C:27](=[O:33])[CH2:28][CH2:29][C:30]([CH3:32])=[O:31])[C@@H:14]([O:15][CH2:16][C:17]2[CH:22]=[CH:21][CH:20]=[CH:19][CH:18]=2)[C@H:9]([O:8][CH2:1][C:2]2[CH:7]=[CH:6][CH:5]=[CH:4][CH:3]=2)[C@H:10]1[O:13][C:56](=[O:61])[C:57]([CH3:60])([CH3:59])[CH3:58])([O:47][CH2:43][CH2:44][CH2:45][CH3:46])([O:50][CH2:51][CH2:52][CH2:53][CH3:54])=[O:55], predict the reactants needed to synthesize it. (2) Given the product [CH3:42][C@@H:37]1[CH2:36][N:35]([C:21]2[C:20]([CH2:19][OH:18])=[CH:25][C:24]3[C:26]([CH3:27])=[N:30][O:29][C:23]=3[C:22]=2[F:34])[CH2:40][C@H:39]([CH3:41])[O:38]1, predict the reactants needed to synthesize it. The reactants are: [Si]([O:18][CH2:19][C:20]1[C:21]([N:35]2[CH2:40][C@H:39]([CH3:41])[O:38][C@H:37]([CH3:42])[CH2:36]2)=[C:22]([F:34])[C:23]([O:29][N:30]=C(C)C)=[C:24]([C:26](=O)[CH3:27])[CH:25]=1)(C(C)(C)C)(C1C=CC=CC=1)C1C=CC=CC=1.Cl.